This data is from Full USPTO retrosynthesis dataset with 1.9M reactions from patents (1976-2016). The task is: Predict the reactants needed to synthesize the given product. (1) Given the product [N:1]1[C:9]2[CH:8]=[CH:7][N:6]=[CH:5][C:4]=2[NH:3][C:2]=1[S:10][C:16]1[O:20][C:19]([CH:21]=[O:22])=[CH:18][CH:17]=1, predict the reactants needed to synthesize it. The reactants are: [N:1]1[C:9]2[CH:8]=[CH:7][N:6]=[CH:5][C:4]=2[NH:3][C:2]=1[SH:10].[H-].[Na+].[N+]([C:16]1[O:20][C:19]([CH:21]=[O:22])=[CH:18][CH:17]=1)([O-])=O. (2) Given the product [Br:1][C:2]1[CH:7]=[C:6]([F:8])[CH:5]=[CH:4][C:3]=1[CH2:9][Br:17], predict the reactants needed to synthesize it. The reactants are: [Br:1][C:2]1[CH:7]=[C:6]([F:8])[CH:5]=[CH:4][C:3]=1[CH3:9].C1C(=O)N([Br:17])C(=O)C1. (3) Given the product [Si:5]([O:6][CH2:7][C:8]1[CH:9]=[CH:10][C:11]([S:14]([CH3:17])(=[O:15])=[N:16][C:42](=[O:43])[C:41]2[CH:45]=[C:37]([C:36]#[C:35][C:31]3[CH:32]=[CH:33][CH:34]=[C:29]([NH:28][C:26]([C:22]4[O:23][CH:24]=[CH:25][C:21]=4[CH3:20])=[O:27])[CH:30]=3)[CH:38]=[N:39][CH:40]=2)=[CH:12][CH:13]=1)([C:1]([CH3:4])([CH3:3])[CH3:2])([CH3:19])[CH3:18], predict the reactants needed to synthesize it. The reactants are: [C:1]([Si:5]([CH3:19])([CH3:18])[O:6][CH2:7][C:8]1[CH:13]=[CH:12][C:11]([S:14]([CH3:17])(=[NH:16])=[O:15])=[CH:10][CH:9]=1)([CH3:4])([CH3:3])[CH3:2].[CH3:20][C:21]1[CH:25]=[CH:24][O:23][C:22]=1[C:26]([NH:28][C:29]1[CH:30]=[C:31]([C:35]#[C:36][C:37]2[CH:38]=[N:39][CH:40]=[C:41]([CH:45]=2)[C:42](O)=[O:43])[CH:32]=[CH:33][CH:34]=1)=[O:27]. (4) Given the product [O:10]1[CH:14]=[CH:13][CH:12]=[C:11]1[C:15]1[C:16]2[S:30][CH:29]=[CH:28][C:17]=2[N:18]=[C:19]([CH2:21][CH2:22][C:23](=[O:24])[N:5]2[CH2:9][CH2:8][CH2:7][CH2:6]2)[N:20]=1, predict the reactants needed to synthesize it. The reactants are: C[Al](C)C.[NH:5]1[CH2:9][CH2:8][CH2:7][CH2:6]1.[O:10]1[CH:14]=[CH:13][CH:12]=[C:11]1[C:15]1[C:16]2[S:30][CH:29]=[CH:28][C:17]=2[N:18]=[C:19]([CH2:21][CH2:22][C:23](OCC)=[O:24])[N:20]=1. (5) Given the product [CH3:18][O:19][C:20]1[C:29]([CH2:30][CH2:31][CH3:32])=[CH:28][C:27]([N:33]2[CH2:38][CH2:37][N:36]([CH3:39])[CH2:35][CH2:34]2)=[C:26]2[C:21]=1[CH2:22][CH2:23][N:24]([C:15](=[O:17])[CH2:14][C:11]1[CH:10]=[CH:9][C:8]([S:5]([NH:4][CH2:1][CH2:2][CH3:3])(=[O:6])=[O:7])=[CH:13][CH:12]=1)[CH2:25]2, predict the reactants needed to synthesize it. The reactants are: [CH2:1]([NH:4][S:5]([C:8]1[CH:13]=[CH:12][C:11]([CH2:14][C:15]([OH:17])=O)=[CH:10][CH:9]=1)(=[O:7])=[O:6])[CH2:2][CH3:3].[CH3:18][O:19][C:20]1[C:29]([CH2:30][CH2:31][CH3:32])=[CH:28][C:27]([N:33]2[CH2:38][CH2:37][N:36]([CH3:39])[CH2:35][CH2:34]2)=[C:26]2[C:21]=1[CH2:22][CH2:23][NH:24][CH2:25]2.CN(C(ON1N=NC2C=CC=NC1=2)=[N+](C)C)C.F[P-](F)(F)(F)(F)F. (6) Given the product [CH3:3][O:4][C:5]1[C:6](=[O:13])[CH:7]([C:14](=[O:20])[C:15]([O:17][CH2:18][CH3:19])=[O:16])[C:8]([CH3:11])([CH3:12])[CH2:9][CH:10]=1, predict the reactants needed to synthesize it. The reactants are: [H-].[Na+].[CH3:3][O:4][C:5]1[C:6](=[O:13])[CH2:7][C:8]([CH3:12])([CH3:11])[CH2:9][CH:10]=1.[C:14](OCC)(=[O:20])[C:15]([O:17][CH2:18][CH3:19])=[O:16].Cl. (7) The reactants are: [NH2:1][C:2]1[CH:3]=[C:4]([C:12]([O:14][CH3:15])=[O:13])[CH:5]=[C:6]([C:8]([O:10][CH3:11])=[O:9])[CH:7]=1.Cl[C:17]1[C:26]2[C:21](=[CH:22][C:23]([Cl:27])=[CH:24][CH:25]=2)[N:20]=[CH:19][CH:18]=1. Given the product [Cl:27][C:23]1[CH:22]=[C:21]2[C:26]([C:17]([NH:1][C:2]3[CH:3]=[C:4]([C:12]([O:14][CH3:15])=[O:13])[CH:5]=[C:6]([C:8]([O:10][CH3:11])=[O:9])[CH:7]=3)=[CH:18][CH:19]=[N:20]2)=[CH:25][CH:24]=1, predict the reactants needed to synthesize it. (8) Given the product [CH3:28][N:29]([CH3:36])[CH2:30]/[CH:31]=[CH:32]/[C:33]([NH:22][C:21]1[CH:23]=[CH:24][CH:25]=[C:19]([C:14]2[CH:15]=[N:16][CH:17]=[CH:18][C:13]=2[O:12][C:11]2[CH:10]=[CH:9][C:8]([O:1][C:2]3[CH:7]=[CH:6][CH:5]=[CH:4][CH:3]=3)=[CH:27][CH:26]=2)[CH:20]=1)=[O:34], predict the reactants needed to synthesize it. The reactants are: [O:1]([C:8]1[CH:27]=[CH:26][C:11]([O:12][C:13]2[CH:18]=[CH:17][N:16]=[CH:15][C:14]=2[C:19]2[CH:20]=[C:21]([CH:23]=[CH:24][CH:25]=2)[NH2:22])=[CH:10][CH:9]=1)[C:2]1[CH:7]=[CH:6][CH:5]=[CH:4][CH:3]=1.[CH3:28][N:29]([CH3:36])[CH2:30]/[CH:31]=[CH:32]/[C:33](O)=[O:34]. (9) Given the product [NH2:17][C:8]1[C:7]([N:4]2[CH2:3][CH2:2][O:1][CH2:6][CH2:5]2)=[CH:16][CH:15]=[CH:14][C:9]=1[C:10]([O:12][CH3:13])=[O:11], predict the reactants needed to synthesize it. The reactants are: [O:1]1[CH2:6][CH2:5][N:4]([C:7]2[C:8]([N+:17]([O-])=O)=[C:9]([CH:14]=[CH:15][CH:16]=2)[C:10]([O:12][CH3:13])=[O:11])[CH2:3][CH2:2]1.[H][H]. (10) Given the product [NH:32]1[C:1]([C:3]2[N:4]=[C:5]([C:9]3[O:13][C:12]([C:14](=[O:31])[CH2:15][CH2:16][C:17]4[CH:22]=[CH:21][C:20]([CH2:23][O:24][C:25]5[CH:26]=[CH:27][CH:28]=[CH:29][CH:30]=5)=[CH:19][CH:18]=4)=[N:11][CH:10]=3)[CH:6]=[CH:7][CH:8]=2)=[N:2][N:34]=[N:33]1, predict the reactants needed to synthesize it. The reactants are: [C:1]([C:3]1[CH:8]=[CH:7][CH:6]=[C:5]([C:9]2[O:13][C:12]([C:14](=[O:31])[CH2:15][CH2:16][C:17]3[CH:22]=[CH:21][C:20]([CH2:23][O:24][C:25]4[CH:30]=[CH:29][CH:28]=[CH:27][CH:26]=4)=[CH:19][CH:18]=3)=[N:11][CH:10]=2)[N:4]=1)#[N:2].[N-:32]=[N+:33]=[N-:34].[Na+].